This data is from Full USPTO retrosynthesis dataset with 1.9M reactions from patents (1976-2016). The task is: Predict the reactants needed to synthesize the given product. (1) The reactants are: [Br:1][C:2]1[C:3]([N:12]2[CH2:17][CH2:16][N:15]([CH2:18][C:19]3[N:20]=[C:21]([CH3:24])[S:22][CH:23]=3)[CH2:14][CH2:13]2)=[C:4]([N+:9]([O-])=O)[C:5]([NH2:8])=[N:6][CH:7]=1.C(O)C.[CH3:28][O:29][C:30]1[CH:37]=[CH:36][C:33]([CH:34]=O)=[CH:32][CH:31]=1.[O-]S(S([O-])=O)=O.[Na+].[Na+]. Given the product [Br:1][C:2]1[C:3]([N:12]2[CH2:17][CH2:16][N:15]([CH2:18][C:19]3[N:20]=[C:21]([CH3:24])[S:22][CH:23]=3)[CH2:14][CH2:13]2)=[C:4]2[N:9]=[C:34]([C:33]3[CH:36]=[CH:37][C:30]([O:29][CH3:28])=[CH:31][CH:32]=3)[NH:8][C:5]2=[N:6][CH:7]=1, predict the reactants needed to synthesize it. (2) Given the product [C:8]([C:6]1[CH:7]=[C:2]([NH:1][C:56]2[N:61]=[CH:60][CH:59]=[CH:58][N:57]=2)[C:3]([O:53][CH3:54])=[C:4]([NH:12][C:13]([NH:15][C:16]2[C:25]3[C:20](=[CH:21][CH:22]=[CH:23][CH:24]=3)[C:19]([O:26][C:27]3[CH:32]=[CH:31][N:30]=[C:29]([NH:33][C:34]4[CH:39]=[C:38]([O:40][CH2:41][CH2:42][O:43][CH2:44][CH2:45][O:46][CH2:47][CH2:48][O:49][CH3:50])[CH:37]=[C:36]([O:51][CH3:52])[CH:35]=4)[N:28]=3)=[CH:18][CH:17]=2)=[O:14])[CH:5]=1)([CH3:10])([CH3:11])[CH3:9], predict the reactants needed to synthesize it. The reactants are: [NH2:1][C:2]1[C:3]([O:53][CH3:54])=[C:4]([NH:12][C:13]([NH:15][C:16]2[C:25]3[C:20](=[CH:21][CH:22]=[CH:23][CH:24]=3)[C:19]([O:26][C:27]3[CH:32]=[CH:31][N:30]=[C:29]([NH:33][C:34]4[CH:39]=[C:38]([O:40][CH2:41][CH2:42][O:43][CH2:44][CH2:45][O:46][CH2:47][CH2:48][O:49][CH3:50])[CH:37]=[C:36]([O:51][CH3:52])[CH:35]=4)[N:28]=3)=[CH:18][CH:17]=2)=[O:14])[CH:5]=[C:6]([C:8]([CH3:11])([CH3:10])[CH3:9])[CH:7]=1.Cl[C:56]1[N:61]=[CH:60][CH:59]=[CH:58][N:57]=1. (3) Given the product [Br:21][C:22]1[CH:23]=[C:24]([C:35]([NH:1][CH2:2][C:3]2[C:4]([CH3:20])=[CH:5][C:6]([CH2:11][NH:12][C:13](=[O:19])[O:14][C:15]([CH3:16])([CH3:17])[CH3:18])=[N:7][C:8]=2[O:9][CH3:10])=[O:36])[C:25]2[C:26]([CH3:34])=[CH:27][N:28]([CH:31]([CH3:32])[CH3:33])[C:29]=2[CH:30]=1, predict the reactants needed to synthesize it. The reactants are: [NH2:1][CH2:2][C:3]1[C:4]([CH3:20])=[CH:5][C:6]([CH2:11][NH:12][C:13](=[O:19])[O:14][C:15]([CH3:18])([CH3:17])[CH3:16])=[N:7][C:8]=1[O:9][CH3:10].[Br:21][C:22]1[CH:23]=[C:24]([C:35](O)=[O:36])[C:25]2[C:26]([CH3:34])=[CH:27][N:28]([CH:31]([CH3:33])[CH3:32])[C:29]=2[CH:30]=1.C1C=NC2N(O)N=NC=2C=1.C(Cl)CCl. (4) Given the product [CH3:1][O:2][CH2:3][CH2:4][N:5]1[CH2:9][C@@H:8]([C:10]2[CH:15]=[CH:14][N:13]=[CH:12][CH:11]=2)[C@H:7]([C:16]([O-:18])=[O:17])[CH2:6]1.[Li+:21], predict the reactants needed to synthesize it. The reactants are: [CH3:1][O:2][CH2:3][CH2:4][N:5]1[CH2:9][C@@H:8]([C:10]2[CH:15]=[CH:14][N:13]=[CH:12][CH:11]=2)[C@H:7]([C:16]([O:18]CC)=[O:17])[CH2:6]1.[Li+:21].[OH-].